This data is from Catalyst prediction with 721,799 reactions and 888 catalyst types from USPTO. The task is: Predict which catalyst facilitates the given reaction. (1) Reactant: [C:1]1(=[N:7][OH:8])[CH2:6][CH2:5][CH2:4][CH2:3][CH2:2]1.[N+:9]([C:12]1[CH:20]=[CH:19][C:15]([C:16](O)=[O:17])=[CH:14][CH:13]=1)([O-:11])=[O:10].O.CCOCC. Product: [N:7]([C:1]1([O:17][CH2:16][C:15]2[CH:14]=[CH:13][C:12]([N+:9]([O-:11])=[O:10])=[CH:20][CH:19]=2)[CH2:6][CH2:5][CH2:4][CH2:3][CH2:2]1)=[O:8]. The catalyst class is: 2. (2) Reactant: [F:1][C:2]1[CH:18]=[CH:17][C:5]2[C:6]([C:9]3[CH:14]=[CH:13][CH:12]=[C:11]([O:15]C)[CH:10]=3)=[N:7][O:8][C:4]=2[CH:3]=1.B(Br)(Br)Br. Product: [F:1][C:2]1[CH:18]=[CH:17][C:5]2[C:6]([C:9]3[CH:10]=[C:11]([OH:15])[CH:12]=[CH:13][CH:14]=3)=[N:7][O:8][C:4]=2[CH:3]=1. The catalyst class is: 4.